Dataset: Reaction yield outcomes from USPTO patents with 853,638 reactions. Task: Predict the reaction yield, written as a fraction of the theoretical maximum amount of product (1.0 means a 100% yield; for example, 0.34 means a 34% yield). (1) The reactants are [NH2:1][C:2]1[C:7]([C:8]2[O:12][N:11]=[C:10]([CH2:13][C:14]3[CH:19]=[CH:18][C:17]([OH:20])=[CH:16][CH:15]=3)[CH:9]=2)=[CH:6][CH:5]=[CH:4][N:3]=1.O1CCCC1.[OH-].[Na+].Cl[CH2:29][C:30]1[S:31][CH:32]=[CH:33][N:34]=1. The catalyst is CN(C)C=O. The product is [S:31]1[CH:32]=[CH:33][N:34]=[C:30]1[CH2:29][O:20][C:17]1[CH:18]=[CH:19][C:14]([CH2:13][C:10]2[CH:9]=[C:8]([C:7]3[C:2]([NH2:1])=[N:3][CH:4]=[CH:5][CH:6]=3)[O:12][N:11]=2)=[CH:15][CH:16]=1. The yield is 0.780. (2) The reactants are [Cl:1][C:2]1[CH:3]=[C:4]([NH:8][S:9]([C:12]2[CH:13]=[C:14]3[C:18](=[CH:19][CH:20]=2)[NH:17][C:16](=[O:21])[CH2:15]3)(=[O:11])=[O:10])[CH:5]=[CH:6][CH:7]=1.[CH2:22]([N:24]([CH2:39][CH3:40])[CH2:25][CH2:26][NH:27][C:28]([C:30]1[C:34]([CH3:35])=[C:33]([CH:36]=O)[NH:32][C:31]=1[CH3:38])=[O:29])[CH3:23]. No catalyst specified. The product is [CH2:39]([N:24]([CH2:22][CH3:23])[CH2:25][CH2:26][NH:27][C:28]([C:30]1[C:34]([CH3:35])=[C:33]([CH:36]=[C:15]2[C:14]3[C:18](=[CH:19][CH:20]=[C:12]([S:9](=[O:11])(=[O:10])[NH:8][C:4]4[CH:5]=[CH:6][CH:7]=[C:2]([Cl:1])[CH:3]=4)[CH:13]=3)[NH:17][C:16]2=[O:21])[NH:32][C:31]=1[CH3:38])=[O:29])[CH3:40]. The yield is 0.370.